Predict the product of the given reaction. From a dataset of Forward reaction prediction with 1.9M reactions from USPTO patents (1976-2016). (1) Given the reactants [N:1]1[CH:6]=[CH:5][C:4]([O:7][CH:8]2[CH2:13][CH2:12][N:11]([C:14]([O:16][C:17]([CH3:20])([CH3:19])[CH3:18])=[O:15])[CH2:10][CH2:9]2)=[CH:3][CH:2]=1.Br[CH2:22][CH:23]1[CH2:25][CH2:24]1, predict the reaction product. The product is: [CH:23]1([CH2:22][N:1]2[CH2:2][CH2:3][CH:4]([O:7][CH:8]3[CH2:13][CH2:12][N:11]([C:14]([O:16][C:17]([CH3:20])([CH3:19])[CH3:18])=[O:15])[CH2:10][CH2:9]3)[CH2:5][CH2:6]2)[CH2:25][CH2:24]1. (2) Given the reactants C([O:3][C:4]([C:6]1[C:7]([N:23]2[CH2:27][CH2:26][CH2:25][CH2:24]2)=[N:8][C:9]2[C:14]([C:15]=1[C:16]1[CH:21]=[CH:20][CH:19]=[CH:18][CH:17]=1)=[CH:13][C:12]([Cl:22])=[CH:11][CH:10]=2)=[O:5])C.[Li+].[I-], predict the reaction product. The product is: [Cl:22][C:12]1[CH:13]=[C:14]2[C:9](=[CH:10][CH:11]=1)[N:8]=[C:7]([N:23]1[CH2:27][CH2:26][CH2:25][CH2:24]1)[C:6]([C:4]([OH:5])=[O:3])=[C:15]2[C:16]1[CH:21]=[CH:20][CH:19]=[CH:18][CH:17]=1. (3) Given the reactants [CH3:1][O:2][C:3]1[CH:4]=[CH:5][C:6]2[C:14]3[C:10](=[C:11]([C:15]([O:17][CH3:18])=[O:16])[NH:12][N:13]=3)[CH2:9][CH:8]([CH3:19])[C:7]=2[CH:20]=1, predict the reaction product. The product is: [CH3:1][O:2][C:3]1[CH:4]=[CH:5][C:6]2[C:14]3[C:10](=[C:11]([C:15]([O:17][CH3:18])=[O:16])[NH:12][N:13]=3)[CH:9]=[C:8]([CH3:19])[C:7]=2[CH:20]=1. (4) The product is: [N:33]1([CH2:39][CH2:40][N:41]2[C:7](=[O:9])[C:6]3[CH:5]=[C:4]([CH2:11][CH2:12][CH3:13])[S:3][C:2]=3[NH:1][C:15]2=[O:17])[CH2:38][CH2:37][O:36][CH2:35][CH2:34]1. Given the reactants [NH2:1][C:2]1[S:3][C:4]([CH2:11][CH2:12][CH3:13])=[CH:5][C:6]=1[C:7]([O:9]C)=O.Cl[C:15](Cl)([O:17]C(=O)OC(Cl)(Cl)Cl)Cl.C(N(CC)CC)C.[N:33]1([CH2:39][CH2:40][NH2:41])[CH2:38][CH2:37][O:36][CH2:35][CH2:34]1, predict the reaction product. (5) Given the reactants Br[C:2]1[C:7]([C:8]([F:11])([F:10])[F:9])=[CH:6][C:5]([NH:12][C:13]2[N:17]=[C:16]([NH2:18])[NH:15][N:14]=2)=[CH:4][C:3]=1[Cl:19].CN1C(C)(C)CC(SC2C=CC(B3OC(C)(C)C(C)(C)O3)=CC=2)CC1(C)C.[CH3:47][S:48]([C:51]1[CH:56]=[CH:55][C:54](B2OC(C)(C)C(C)(C)O2)=[CH:53][CH:52]=1)(=[O:50])=[O:49].C([O-])([O-])=O.[K+].[K+], predict the reaction product. The product is: [Cl:19][C:3]1[CH:4]=[C:5]([NH:12][C:13]2[N:17]=[C:16]([NH2:18])[NH:15][N:14]=2)[CH:6]=[C:7]([C:8]([F:11])([F:10])[F:9])[C:2]=1[C:54]1[CH:55]=[CH:56][C:51]([S:48]([CH3:47])(=[O:50])=[O:49])=[CH:52][CH:53]=1. (6) Given the reactants [CH2:1]([O:8][C:9]([N:11]1[CH2:23][CH2:22][C:21]2[C:20]3[C:15](=[CH:16][CH:17]=[CH:18][CH:19]=3)[NH:14][C:13]=2[CH2:12]1)=[O:10])[C:2]1[CH:7]=[CH:6][CH:5]=[CH:4][CH:3]=1.[H-].[Na+].Br[CH2:27][C:28]1[CH:37]=[CH:36][C:31]([C:32](OC)=O)=[CH:30][CH:29]=1.[OH2:38].CN([CH:42]=[O:43])C, predict the reaction product. The product is: [CH2:1]([O:8][C:9]([N:11]1[CH2:23][CH2:22][C:21]2[C:20]3[C:15](=[CH:16][CH:17]=[CH:18][CH:19]=3)[N:14]([CH2:32][C:31]3[CH:30]=[CH:29][C:28]([CH2:27][C:42]([OH:43])=[O:38])=[CH:37][CH:36]=3)[C:13]=2[CH2:12]1)=[O:10])[C:2]1[CH:3]=[CH:4][CH:5]=[CH:6][CH:7]=1.